From a dataset of Catalyst prediction with 721,799 reactions and 888 catalyst types from USPTO. Predict which catalyst facilitates the given reaction. (1) Reactant: Br[CH2:2][CH2:3][O:4][C:5]1[CH:10]=[C:9](F)[CH:8]=[CH:7][C:6]=1[N+:12]([O-:14])=[O:13].[C:15](=[O:18])([O-])[O-].[K+].[K+].[NH:21]1[CH2:26][CH2:25][O:24][CH2:23][CH2:22]1. Product: [O:24]1[CH2:25][CH2:26][N:21]([C:9]2[CH:8]=[CH:7][C:6]([N+:12]([O-:14])=[O:13])=[C:5]([CH:10]=2)[O:4][CH2:3][CH2:2][N:21]2[CH2:26][CH2:15][O:18][CH2:23][CH2:22]2)[CH2:22][CH2:23]1. The catalyst class is: 10. (2) Reactant: [C:1]1([CH2:7][CH2:8][CH2:9][C:10]([OH:12])=[O:11])[CH:6]=[CH:5][CH:4]=[CH:3][CH:2]=1.[OH-].[Na+:14]. Product: [C:1]1([CH2:7][CH2:8][CH2:9][C:10]([O-:12])=[O:11])[CH:6]=[CH:5][CH:4]=[CH:3][CH:2]=1.[Na+:14]. The catalyst class is: 6. (3) Reactant: [Cl:1][C:2]1[CH:7]=[CH:6][C:5]([NH:8][C:9]([NH:11][C:12]2[CH:17]=[CH:16][C:15]([O:18][C:19]3[CH:24]=[CH:23][N:22]=[C:21]([C:25]#[N:26])[CH:20]=3)=[CH:14][CH:13]=2)=[O:10])=[CH:4][C:3]=1[C:27]([F:30])([F:29])[F:28].[N-:31]=[N+:32]=[N-:33].[Na+].Cl.C(N(CC)CC)C. Product: [Cl:1][C:2]1[CH:7]=[CH:6][C:5]([NH:8][C:9]([NH:11][C:12]2[CH:17]=[CH:16][C:15]([O:18][C:19]3[CH:24]=[CH:23][N:22]=[C:21]([C:25]4[NH:33][N:32]=[N:31][N:26]=4)[CH:20]=3)=[CH:14][CH:13]=2)=[O:10])=[CH:4][C:3]=1[C:27]([F:30])([F:28])[F:29]. The catalyst class is: 11.